From a dataset of Forward reaction prediction with 1.9M reactions from USPTO patents (1976-2016). Predict the product of the given reaction. Given the reactants [CH3:1][C:2]1([CH3:32])[C:11]2[CH:10]=[C:9]([CH:12]([OH:24])[C:13]#[C:14][C:15]3[CH:23]=[CH:22][C:18]([C:19]([OH:21])=[O:20])=[CH:17][CH:16]=3)[CH:8]=[CH:7][C:6]=2[C:5]([C:25]2[CH:30]=[CH:29][C:28]([CH3:31])=[CH:27][CH:26]=2)=[CH:4][CH2:3]1, predict the reaction product. The product is: [CH3:1][C:2]1([CH3:32])[C:11]2[CH:10]=[C:9]([C:12](=[O:24])[C:13]#[C:14][C:15]3[CH:23]=[CH:22][C:18]([C:19]([OH:21])=[O:20])=[CH:17][CH:16]=3)[CH:8]=[CH:7][C:6]=2[C:5]([C:25]2[CH:26]=[CH:27][C:28]([CH3:31])=[CH:29][CH:30]=2)=[CH:4][CH2:3]1.